This data is from Forward reaction prediction with 1.9M reactions from USPTO patents (1976-2016). The task is: Predict the product of the given reaction. (1) Given the reactants [F:1][C:2]1[N:10]=[CH:9][CH:8]=[CH:7][C:3]=1[C:4](O)=[O:5].S(Cl)([Cl:13])=O, predict the reaction product. The product is: [F:1][C:2]1[N:10]=[CH:9][CH:8]=[CH:7][C:3]=1[C:4]([Cl:13])=[O:5]. (2) The product is: [CH3:20][C:16]1([CH3:19])[O:15][CH2:14][CH:13]([CH2:12][NH:26][CH:21]2[CH2:25][CH2:24][CH2:23][CH2:22]2)[CH2:18][O:17]1. Given the reactants CC1C=CC(S(O[CH2:12][CH:13]2[CH2:18][O:17][C:16]([CH3:20])([CH3:19])[O:15][CH2:14]2)(=O)=O)=CC=1.[CH:21]1([NH2:26])[CH2:25][CH2:24][CH2:23][CH2:22]1, predict the reaction product. (3) Given the reactants [Cl:1][C:2]1[CH:33]=[CH:32][CH:31]=[C:30]([Cl:34])[C:3]=1[C:4]([NH:6][C@H:7]([C:25]([O:27][CH2:28][CH3:29])=[O:26])[CH2:8][C:9]1[CH:14]=[CH:13][C:12]([C:15]2[C:20]([O:21]C)=[CH:19][CH:18]=[CH:17][C:16]=2[O:23][CH3:24])=[CH:11][CH:10]=1)=[O:5].B(Br)(Br)Br, predict the reaction product. The product is: [CH2:28]([O:27][C:25](=[O:26])[C@H:7]([CH2:8][C:9]1[CH:14]=[CH:13][C:12]([C:15]2[C:16]([O:23][CH3:24])=[CH:17][CH:18]=[CH:19][C:20]=2[OH:21])=[CH:11][CH:10]=1)[NH:6][C:4](=[O:5])[C:3]1[C:2]([Cl:1])=[CH:33][CH:32]=[CH:31][C:30]=1[Cl:34])[CH3:29]. (4) Given the reactants [CH2:1]([C:3]1[CH:8]=[CH:7][C:6]([CH2:9][C:10]2[C:11]([O:16][C@@H:17]3[O:34][C@H:33]([CH2:35][O:36]C(=O)C)[C@@H:28]([O:29]C(=O)C)[C@H:23]([O:24]C(=O)C)[C@H:18]3[O:19]C(=O)C)=[N:12][NH:13][C:14]=2[CH3:15])=[CH:5][CH:4]=1)[CH3:2].C(=O)([O-])[O-].[Cs+].[Cs+].[CH2:46]([O:53][CH2:54][CH2:55]Br)[C:47]1[CH:52]=[CH:51][CH:50]=[CH:49][CH:48]=1.[OH-].[Na+], predict the reaction product. The product is: [CH2:46]([O:53][CH2:54][CH2:55][N:13]1[C:14]([CH3:15])=[C:10]([CH2:9][C:6]2[CH:5]=[CH:4][C:3]([CH2:1][CH3:2])=[CH:8][CH:7]=2)[C:11]([O:16][C@@H:17]2[O:34][C@H:33]([CH2:35][OH:36])[C@@H:28]([OH:29])[C@H:23]([OH:24])[C@H:18]2[OH:19])=[N:12]1)[C:47]1[CH:52]=[CH:51][CH:50]=[CH:49][CH:48]=1. (5) Given the reactants [CH3:1][O:2][C:3]([C:5]1[CH:14]=[CH:13][C:12]2[C:7](=[CH:8][CH:9]=[C:10](Br)[CH:11]=2)[CH:6]=1)=[O:4].[CH:16]1(B(O)O)[CH2:18][CH2:17]1.C1(P(C2CCCCC2)C2CCCCC2)CCCCC1.P([O-])([O-])([O-])=O.[K+].[K+].[K+], predict the reaction product. The product is: [CH3:1][O:2][C:3]([C:5]1[CH:14]=[CH:13][C:12]2[C:7](=[CH:8][CH:9]=[C:10]([CH:16]3[CH2:18][CH2:17]3)[CH:11]=2)[CH:6]=1)=[O:4].